This data is from Catalyst prediction with 721,799 reactions and 888 catalyst types from USPTO. The task is: Predict which catalyst facilitates the given reaction. Reactant: C([Li])CCC.CCCCCC.C([Mg]Br)CCC.Br[C:19]1[C:20]([CH3:29])=[N:21][C:22]([O:27][CH3:28])=[C:23]([CH2:25][CH3:26])[CH:24]=1.[C:30](=O)([O:33]C)[O:31][CH3:32]. Product: [CH3:32][O:31][C:30](=[O:33])[C:19]1[CH:24]=[C:23]([CH2:25][CH3:26])[C:22]([O:27][CH3:28])=[N:21][C:20]=1[CH3:29]. The catalyst class is: 359.